This data is from Forward reaction prediction with 1.9M reactions from USPTO patents (1976-2016). The task is: Predict the product of the given reaction. Given the reactants O[CH:2]=[C:3]1[CH2:9][CH2:8][CH2:7][CH2:6][CH2:5][C:4]1=O.[C:11]([CH2:13][C:14]([NH2:16])=[S:15])#[N:12].N1CCCCC1.CC(O)=O, predict the reaction product. The product is: [SH:15][C:14]1[N:16]=[C:4]2[CH2:5][CH2:6][CH2:7][CH2:8][CH2:9][C:3]2=[CH:2][C:13]=1[C:11]#[N:12].